Dataset: Cav3 T-type calcium channel HTS with 100,875 compounds. Task: Binary Classification. Given a drug SMILES string, predict its activity (active/inactive) in a high-throughput screening assay against a specified biological target. (1) The compound is Oc1c(c2c(cc1)cccc2)CNn1cnnc1. The result is 0 (inactive). (2) The drug is S(C=1NC(=O)CC(C1C#N)c1ccccc1)CCCCCC. The result is 0 (inactive).